This data is from Reaction yield outcomes from USPTO patents with 853,638 reactions. The task is: Predict the reaction yield, written as a fraction of the theoretical maximum amount of product (1.0 means a 100% yield; for example, 0.34 means a 34% yield). (1) The reactants are [C:1]1([S:7]([N:10]2[C:14]3=[N:15][CH:16]=[C:17]([Cl:19])[CH:18]=[C:13]3[C:12]([CH2:20][C:21]3[CH:22]=[N:23][C:24](S(C)(=O)=O)=[N:25][CH:26]=3)=[CH:11]2)(=[O:9])=[O:8])[CH:6]=[CH:5][CH:4]=[CH:3][CH:2]=1.[Cl:31][C:32]1[CH:39]=[CH:38][C:35]([CH2:36][NH2:37])=[CH:34][CH:33]=1.O. The catalyst is CN1CCCC1=O. The product is [C:1]1([S:7]([N:10]2[C:14]3=[N:15][CH:16]=[C:17]([Cl:19])[CH:18]=[C:13]3[C:12]([CH2:20][C:21]3[CH:22]=[N:23][C:24]([NH:37][CH2:36][C:35]4[CH:38]=[CH:39][C:32]([Cl:31])=[CH:33][CH:34]=4)=[N:25][CH:26]=3)=[CH:11]2)(=[O:9])=[O:8])[CH:6]=[CH:5][CH:4]=[CH:3][CH:2]=1. The yield is 0.740. (2) The reactants are [O:1]1CCC(C(O)=O)C1.[CH:9]1([N:15]=[C:16]=[N:17][CH:18]2[CH2:23][CH2:22][CH2:21][CH2:20][CH2:19]2)[CH2:14][CH2:13][CH2:12][CH2:11][CH2:10]1.C(N(CC)CC)C. The catalyst is ClCCl. The product is [CH:18]1([NH:17][C:16](=[O:1])[NH:15][CH:9]2[CH2:10][CH2:11][CH2:12][CH2:13][CH2:14]2)[CH2:23][CH2:22][CH2:21][CH2:20][CH2:19]1. The yield is 0.100. (3) The reactants are Br[C:2]1[CH:3]=[C:4]([CH:7]=[CH:8][C:9]=1[O:10][CH3:11])[C:5]#[N:6].C([Mg]Cl)(C)C.[B:17](OC)([O:20]C)[O:18]C. The catalyst is O1CCCC1. The product is [C:5]([C:4]1[CH:7]=[CH:8][C:9]([O:10][CH3:11])=[C:2]([B:17]([OH:20])[OH:18])[CH:3]=1)#[N:6]. The yield is 0.990. (4) The reactants are I.[CH3:2][S:3][C:4]1[NH:5][CH2:6][CH2:7][N:8]=1.C(N(CC)CC)C.[CH3:16][O:17][C:18]1[CH:19]=[C:20]([CH:24]=[CH:25][CH:26]=1)[C:21](Cl)=[O:22]. The catalyst is C(Cl)Cl. The product is [CH3:16][O:17][C:18]1[CH:19]=[C:20]([C:21]([N:8]2[CH2:7][CH2:6][N:5]=[C:4]2[S:3][CH3:2])=[O:22])[CH:24]=[CH:25][CH:26]=1. The yield is 1.00. (5) The reactants are I[C:2]1[CH:8]=[CH:7][CH:6]=[CH:5][C:3]=1[NH2:4].[Cl:9][C:10]1[CH:15]=[CH:14][C:13](B(O)O)=[CH:12][CH:11]=1.ClCCl.[OH-].[Na+]. The catalyst is C1C=CC(P(C2C=CC=CC=2)[C-]2C=CC=C2)=CC=1.C1C=CC(P(C2C=CC=CC=2)[C-]2C=CC=C2)=CC=1.Cl[Pd]Cl.[Fe+2]. The product is [Cl:9][C:10]1[CH:15]=[CH:14][C:13]([C:2]2[C:3]([NH2:4])=[CH:5][CH:6]=[CH:7][CH:8]=2)=[CH:12][CH:11]=1. The yield is 0.790. (6) The catalyst is CCOCC. The product is [Cl:1][C:2]1[CH:3]=[C:4]([CH2:9][CH2:10][CH2:11][OH:12])[CH:5]=[CH:6][C:7]=1[F:8]. The reactants are [Cl:1][C:2]1[CH:3]=[C:4]([CH2:9][CH2:10][C:11](OCC)=[O:12])[CH:5]=[CH:6][C:7]=1[F:8].[AlH4-].[Li+].O.[OH-].[Na+]. The yield is 0.830.